Dataset: Reaction yield outcomes from USPTO patents with 853,638 reactions. Task: Predict the reaction yield, written as a fraction of the theoretical maximum amount of product (1.0 means a 100% yield; for example, 0.34 means a 34% yield). (1) The catalyst is C(#N)CC.CN(C=O)C.CC([O-])=O.CC([O-])=O.[Pd+2]. The product is [CH3:11][C:8]1([CH3:12])[C:7](=[O:13])[NH:6][C:5]2[N:14]=[CH:15][C:2](/[CH:20]=[CH:19]/[C:18]([N:17]([CH3:16])[CH2:22][C:23]3[S:27][C:26]4[CH:28]=[CH:29][CH:30]=[CH:31][C:25]=4[C:24]=3[CH3:32])=[O:21])=[CH:3][C:4]=2[CH2:10][NH:9]1. The yield is 0.560. The reactants are Br[C:2]1[CH:15]=[N:14][C:5]2[NH:6][C:7](=[O:13])[C:8]([CH3:12])([CH3:11])[NH:9][CH2:10][C:4]=2[CH:3]=1.[CH3:16][N:17]([CH2:22][C:23]1[S:27][C:26]2[CH:28]=[CH:29][CH:30]=[CH:31][C:25]=2[C:24]=1[CH3:32])[C:18](=[O:21])[CH:19]=[CH2:20].C(N(C(C)C)C(C)C)C.CC1C=CC=CC=1P(C1C=CC=CC=1C)C1C=CC=CC=1C. (2) The product is [CH3:2][O:3][C:4](=[O:7])[CH2:5][NH:6][C:17]1[CH:16]=[C:11]([CH:10]=[CH:9][C:18]=1[N+:19]([O-:21])=[O:20])[C:12]([O:14][CH3:15])=[O:13]. The reactants are Cl.[CH3:2][O:3][C:4](=[O:7])[CH2:5][NH2:6].F[C:9]1[CH:10]=[C:11]([CH:16]=[CH:17][C:18]=1[N+:19]([O-:21])=[O:20])[C:12]([O:14][CH3:15])=[O:13].CCN(C(C)C)C(C)C. The yield is 0.930. The catalyst is C(#N)C. (3) The reactants are C(OC([N:8]1[CH:14]2[CH2:15][CH2:16][CH:9]1[CH2:10][N:11]([C:18]1[CH:19]=[N:20][C:21]([NH:24][C:25]3[N:26]=[CH:27][C:28]4[CH:33]=[C:32]([C:34](=[O:38])[N:35]([CH3:37])[CH3:36])[N:31]([CH:39]5[CH2:43][CH2:42][CH2:41][CH2:40]5)[C:29]=4[N:30]=3)=[CH:22][CH:23]=1)[C:12](=[O:17])[CH2:13]2)=O)(C)(C)C.C(OCC)(=O)C.Cl. The catalyst is O1CCOCC1. The product is [CH3:36][N:35]([CH3:37])[C:34]([C:32]1[N:31]([CH:39]2[CH2:43][CH2:42][CH2:41][CH2:40]2)[C:29]2[N:30]=[C:25]([NH:24][C:21]3[CH:22]=[CH:23][C:18]([N:11]4[C:12](=[O:17])[CH2:13][CH:14]5[NH:8][CH:9]([CH2:16][CH2:15]5)[CH2:10]4)=[CH:19][N:20]=3)[N:26]=[CH:27][C:28]=2[CH:33]=1)=[O:38]. The yield is 0.450.